This data is from Peptide-MHC class I binding affinity with 185,985 pairs from IEDB/IMGT. The task is: Regression. Given a peptide amino acid sequence and an MHC pseudo amino acid sequence, predict their binding affinity value. This is MHC class I binding data. The peptide sequence is APFARLLNL. The MHC is HLA-A24:02 with pseudo-sequence HLA-A24:02. The binding affinity (normalized) is 0.203.